Predict the reactants needed to synthesize the given product. From a dataset of Full USPTO retrosynthesis dataset with 1.9M reactions from patents (1976-2016). Given the product [Cl:8][C:9]1[CH:10]=[CH:11][C:12]([NH:15][C:16]([O:18][C@H:19]([C:23]2[CH:28]=[CH:27][CH:26]=[CH:25][CH:24]=2)[C:20]([NH:44][C:41]2[CH:42]=[CH:43][C:38]([N:33]3[CH2:34][CH2:35][CH2:36][CH2:37][C:32]3=[N:31][O:30][CH3:29])=[CH:39][CH:40]=2)=[O:22])=[O:17])=[CH:13][CH:14]=1, predict the reactants needed to synthesize it. The reactants are: CN1CCOCC1.[Cl:8][C:9]1[CH:14]=[CH:13][C:12]([NH:15][C:16]([O:18][C@H:19]([C:23]2[CH:28]=[CH:27][CH:26]=[CH:25][CH:24]=2)[C:20]([OH:22])=O)=[O:17])=[CH:11][CH:10]=1.[CH3:29][O:30][N:31]=[C:32]1[CH2:37][CH2:36][CH2:35][CH2:34][N:33]1[C:38]1[CH:43]=[CH:42][C:41]([NH2:44])=[CH:40][CH:39]=1.Cl.CN(C)CCCN=C=NCC.O.OC1C2N=NNC=2C=CC=1.C(=O)([O-])O.[Na+].